The task is: Predict the reaction yield, written as a fraction of the theoretical maximum amount of product (1.0 means a 100% yield; for example, 0.34 means a 34% yield).. This data is from Reaction yield outcomes from USPTO patents with 853,638 reactions. (1) The reactants are N([O-])=O.[Na+].[CH3:5][C:6]1[C:11]([O:12][C:13]2[CH:18]=[CH:17][C:16](N)=[CH:15][C:14]=2[F:20])=[CH:10][CH:9]=[C:8]([CH3:21])[N:7]=1.C(=O)([O-])[O-].[K+].[K+].CCOC(C)=O.[BrH:34]. The catalyst is O.[Cu]Br. The product is [Br:34][C:16]1[CH:17]=[CH:18][C:13]([O:12][C:11]2[C:6]([CH3:5])=[N:7][C:8]([CH3:21])=[CH:9][CH:10]=2)=[C:14]([F:20])[CH:15]=1. The yield is 0.890. (2) The reactants are [O:1]=[C:2]1[CH2:7][O:6][C:5]2[N:8]=[C:9]([C:18]3[CH:23]=[CH:22][C:21]([C:24]4([NH:28]C(=O)OC(C)(C)C)[CH2:27][CH2:26][CH2:25]4)=[CH:20][CH:19]=3)[C:10]([C:12]3[CH:17]=[CH:16][CH:15]=[CH:14][CH:13]=3)=[CH:11][C:4]=2[N:3]1[CH2:36][C:37]1[N:38]=[CH:39][S:40][CH:41]=1. The catalyst is C(O)(C(F)(F)F)=O. The product is [NH2:28][C:24]1([C:21]2[CH:22]=[CH:23][C:18]([C:9]3[C:10]([C:12]4[CH:13]=[CH:14][CH:15]=[CH:16][CH:17]=4)=[CH:11][C:4]4[N:3]([CH2:36][C:37]5[N:38]=[CH:39][S:40][CH:41]=5)[C:2](=[O:1])[CH2:7][O:6][C:5]=4[N:8]=3)=[CH:19][CH:20]=2)[CH2:25][CH2:26][CH2:27]1. The yield is 0.540. (3) The reactants are [CH3:1][N:2]1[C:6]([C:7]([F:10])([F:9])[F:8])=[CH:5][C:4]([NH:11][C:12](=[O:20])OC2C=CC=CC=2)=[N:3]1.[CH3:21][O:22][C:23]1[CH:24]=[C:25]2[C:30](=[CH:31][C:32]=1[O:33][CH3:34])[N:29]=[CH:28][N:27]=[C:26]2[O:35][C:36]1[CH:37]=[C:38]([CH:40]=[CH:41][CH:42]=1)[NH2:39].C(N(CC)C(C)C)(C)C. The catalyst is C1COCC1. The product is [CH3:21][O:22][C:23]1[CH:24]=[C:25]2[C:30](=[CH:31][C:32]=1[O:33][CH3:34])[N:29]=[CH:28][N:27]=[C:26]2[O:35][C:36]1[CH:37]=[C:38]([NH:39][C:12]([NH:11][C:4]2[CH:5]=[C:6]([C:7]([F:8])([F:9])[F:10])[N:2]([CH3:1])[N:3]=2)=[O:20])[CH:40]=[CH:41][CH:42]=1. The yield is 0.210. (4) The reactants are [NH:1]1[C:9]2[C:4](=[CH:5][CH:6]=[CH:7][N:8]=2)[CH:3]=[CH:2]1.[CH2:10]([O:17][C:18]1[C:19]([CH3:26])=[C:20]([CH:23]=[CH:24][CH:25]=1)[CH:21]=[O:22])[C:11]1[CH:16]=[CH:15][CH:14]=[CH:13][CH:12]=1.[OH-].[K+].O.[CH3:30]O. No catalyst specified. The product is [CH2:10]([O:17][C:18]1[C:19]([CH3:26])=[C:20]([CH:21]([O:22][CH3:30])[C:3]2[C:4]3[C:9](=[N:8][CH:7]=[CH:6][CH:5]=3)[NH:1][CH:2]=2)[CH:23]=[CH:24][CH:25]=1)[C:11]1[CH:12]=[CH:13][CH:14]=[CH:15][CH:16]=1. The yield is 0.0300. (5) The reactants are [C:1]([C:4]1[C:9](=[O:10])[CH:8]=[CH:7][N:6]([C:11]2[CH:16]=[CH:15][CH:14]=[C:13]([C:17]([F:20])([F:19])[F:18])[CH:12]=2)[N:5]=1)(=[O:3])[CH3:2].CO[C:23](OC)([N:25]([CH3:27])[CH3:26])[CH3:24]. No catalyst specified. The product is [CH3:26][N:25]([CH3:27])[C:23]([CH3:24])=[CH:2][C:1]([C:4]1[C:9](=[O:10])[CH:8]=[CH:7][N:6]([C:11]2[CH:16]=[CH:15][CH:14]=[C:13]([C:17]([F:19])([F:20])[F:18])[CH:12]=2)[N:5]=1)=[O:3]. The yield is 0.680.